Task: Predict the product of the given reaction.. Dataset: Forward reaction prediction with 1.9M reactions from USPTO patents (1976-2016) Given the reactants [C:1]([NH:8][C@@H:9]([C:17]([OH:19])=O)[CH2:10][C:11]1[CH:12]=[N:13][CH:14]=[CH:15][CH:16]=1)([O:3][C:4]([CH3:7])([CH3:6])[CH3:5])=[O:2].Br.Br.[CH3:22][N:23]1[CH2:28][CH2:27][CH:26]([CH:29]2[CH2:34][CH2:33][NH:32][CH2:31][CH2:30]2)[CH2:25][CH2:24]1.CCOC(OC(OCC)=O)=O.C(N(CC)C(C)C)(C)C, predict the reaction product. The product is: [C:1]([NH:8][C@@H:9]([C:17]([N:32]1[CH2:33][CH2:34][CH:29]([CH:26]2[CH2:25][CH2:24][N:23]([CH3:22])[CH2:28][CH2:27]2)[CH2:30][CH2:31]1)=[O:19])[CH2:10][C:11]1[CH:12]=[N:13][CH:14]=[CH:15][CH:16]=1)([O:3][C:4]([CH3:5])([CH3:6])[CH3:7])=[O:2].